From a dataset of Forward reaction prediction with 1.9M reactions from USPTO patents (1976-2016). Predict the product of the given reaction. (1) Given the reactants [I-].[K+].[PH2](O)=O.[F:6][C:7]1[C:12]([N+:13]([O-:15])=[O:14])=[CH:11][C:10]([S:16](Cl)(=O)=O)=[C:9]([CH3:20])[CH:8]=1, predict the reaction product. The product is: [S:16]([C:10]1[CH:11]=[C:12]([N+:13]([O-:15])=[O:14])[C:7]([F:6])=[CH:8][C:9]=1[CH3:20])[S:16][C:10]1[CH:11]=[C:12]([N+:13]([O-:15])=[O:14])[C:7]([F:6])=[CH:8][C:9]=1[CH3:20]. (2) Given the reactants [CH:1]([NH2:14])([C:8]1[CH:13]=[CH:12][CH:11]=[CH:10][CH:9]=1)[C:2]1[CH:7]=[CH:6][CH:5]=[CH:4][CH:3]=1.[C:15](N1C=CN=C1)([N:17]1[CH:21]=[CH:20][N:19]=[CH:18]1)=[O:16].O, predict the reaction product. The product is: [CH:1]([NH:14][C:15]([N:17]1[CH:21]=[CH:20][N:19]=[CH:18]1)=[O:16])([C:8]1[CH:9]=[CH:10][CH:11]=[CH:12][CH:13]=1)[C:2]1[CH:7]=[CH:6][CH:5]=[CH:4][CH:3]=1. (3) Given the reactants [NH2:1][C@H:2]1[CH2:6][CH2:5][N:4]([C:7]2[CH:8]=[C:9]3[C:14](=[CH:15][CH:16]=2)[CH2:13][N:12]([C:17]([O:19][C:20]([CH3:23])([CH3:22])[CH3:21])=[O:18])[CH2:11][CH2:10]3)[C:3]1=[O:24].N1C=CC=CC=1.[Cl:31][C:32]1[CH:33]=[C:34]2[C:39](=[CH:40][CH:41]=1)[CH:38]=[C:37]([S:42](Cl)(=[O:44])=[O:43])[CH:36]=[CH:35]2, predict the reaction product. The product is: [Cl:31][C:32]1[CH:33]=[C:34]2[C:39](=[CH:40][CH:41]=1)[CH:38]=[C:37]([S:42]([NH:1][C@H:2]1[CH2:6][CH2:5][N:4]([C:7]3[CH:8]=[C:9]4[C:14](=[CH:15][CH:16]=3)[CH2:13][N:12]([C:17]([O:19][C:20]([CH3:21])([CH3:23])[CH3:22])=[O:18])[CH2:11][CH2:10]4)[C:3]1=[O:24])(=[O:44])=[O:43])[CH:36]=[CH:35]2. (4) Given the reactants C[O:2][C:3]([NH:5][C:6]([CH3:17])([CH2:9][CH2:10][C:11]1[S:12][C:13]([Br:16])=[CH:14][CH:15]=1)[CH2:7][OH:8])=O.CC(C)([O-])C.[K+], predict the reaction product. The product is: [Br:16][C:13]1[S:12][C:11]([CH2:10][CH2:9][C:6]2([CH3:17])[CH2:7][O:8][C:3](=[O:2])[NH:5]2)=[CH:15][CH:14]=1. (5) Given the reactants Cl[C:2]1[CH:7]=[C:6]([Cl:8])[N:5]=[C:4]([S:9][C:10]2[CH:15]=[CH:14][C:13]([NH:16][C:17](=[O:23])[CH2:18][C:19]([F:22])([F:21])[F:20])=[CH:12][CH:11]=2)[N:3]=1.[S:24]1[C:28]([NH2:29])=[N:27][CH:26]=[N:25]1.CC1(C)C2C(=C(P(C3C=CC=CC=3)C3C=CC=CC=3)C=CC=2)OC2C(P(C3C=CC=CC=3)C3C=CC=CC=3)=CC=CC1=2.C([O-])([O-])=O.[Na+].[Na+], predict the reaction product. The product is: [S:24]1[C:28]([NH:29][C:2]2[CH:7]=[C:6]([Cl:8])[N:5]=[C:4]([S:9][C:10]3[CH:15]=[CH:14][C:13]([NH:16][C:17](=[O:23])[CH2:18][C:19]([F:22])([F:21])[F:20])=[CH:12][CH:11]=3)[N:3]=2)=[N:27][CH:26]=[N:25]1. (6) Given the reactants [C:1]([OH:6])(=[O:5])[C:2]([CH3:4])=O.[Cl:7][C:8]1[CH:9]=[C:10](I)[C:11]([NH2:14])=[N:12][CH:13]=1.C1N2CCN(CC2)C1, predict the reaction product. The product is: [Cl:7][C:8]1[CH:9]=[C:10]2[CH:4]=[C:2]([C:1]([OH:6])=[O:5])[NH:14][C:11]2=[N:12][CH:13]=1. (7) The product is: [Cl:36][C:20]1[N:19]=[N:18][CH:17]=[C:16]([N:13]2[CH2:14][CH2:15][CH:10]([C:3]3[C:4]([O:8][CH3:9])=[CH:5][CH:6]=[CH:7][C:2]=3[F:1])[CH2:11][CH2:12]2)[C:21]=1[C:22]([F:25])([F:24])[F:23]. Given the reactants [F:1][C:2]1[CH:7]=[CH:6][CH:5]=[C:4]([O:8][CH3:9])[C:3]=1[CH:10]1[CH2:15][CH2:14][N:13]([C:16]2[CH:17]=[N:18][N:19](C(OC(C)(C)C)=O)[C:20](=O)[C:21]=2[C:22]([F:25])([F:24])[F:23])[CH2:12][CH2:11]1.P(Cl)(Cl)([Cl:36])=O, predict the reaction product. (8) The product is: [C:31]([NH:1][C:2]1[CH:22]=[CH:21][C:5]([CH2:6][N:7]2[C:11]3=[N:12][C:13]([C:16]([O:18][CH3:19])=[O:17])=[CH:14][CH:15]=[C:10]3[N:9]=[C:8]2[CH3:20])=[C:4]([Cl:23])[CH:3]=1)(=[O:38])[C:32]1[CH:37]=[CH:36][CH:35]=[CH:34][CH:33]=1. Given the reactants [NH2:1][C:2]1[CH:22]=[CH:21][C:5]([CH2:6][N:7]2[C:11]3=[N:12][C:13]([C:16]([O:18][CH3:19])=[O:17])=[CH:14][CH:15]=[C:10]3[N:9]=[C:8]2[CH3:20])=[C:4]([Cl:23])[CH:3]=1.C(N(CC)CC)C.[C:31](Cl)(=[O:38])[C:32]1[CH:37]=[CH:36][CH:35]=[CH:34][CH:33]=1.O, predict the reaction product. (9) Given the reactants C([Si]([O:8][CH:9]1[CH2:25][CH2:24][CH:13]2[CH2:14][O:15][C:16]3[C:21]([C:12]2([S:26]([C:29]2[CH:34]=[CH:33][C:32]([Cl:35])=[CH:31][CH:30]=2)(=[O:28])=[O:27])[CH2:11][CH2:10]1)=[C:20]([F:22])[CH:19]=[CH:18][C:17]=3[F:23])(C)C)(C)(C)C.CCCC[N+](CCCC)(CCCC)CCCC.[F-].CCOC(C)=O.C(Cl)Cl, predict the reaction product. The product is: [Cl:35][C:32]1[CH:31]=[CH:30][C:29]([S:26]([C:12]23[CH2:11][CH2:10][CH:9]([OH:8])[CH2:25][CH2:24][CH:13]2[CH2:14][O:15][C:16]2[C:21]3=[C:20]([F:22])[CH:19]=[CH:18][C:17]=2[F:23])(=[O:28])=[O:27])=[CH:34][CH:33]=1. (10) Given the reactants [CH2:1]([O:3][C:4](=[O:13])[CH:5](Cl)[C:6](=[O:11])[C:7]([F:10])([F:9])[F:8])[CH3:2].[C:14]([NH2:22])(=[O:21])[C:15]1[CH:20]=[CH:19][CH:18]=[CH:17][CH:16]=1, predict the reaction product. The product is: [C:15]1([C:14]2[O:21][C:5]([C:4]([OH:3])=[O:13])=[C:6]([C:7]([F:8])([F:9])[F:10])[N:22]=2)[CH:20]=[CH:19][CH:18]=[CH:17][CH:16]=1.[CH2:1]([O:3][C:4]([CH:5]1[O:21][C:14]([C:15]2[CH:20]=[CH:19][CH:18]=[CH:17][CH:16]=2)=[N:22][C:6]1([OH:11])[C:7]([F:10])([F:9])[F:8])=[O:13])[CH3:2].